The task is: Regression. Given two drug SMILES strings and cell line genomic features, predict the synergy score measuring deviation from expected non-interaction effect.. This data is from NCI-60 drug combinations with 297,098 pairs across 59 cell lines. (1) Drug 1: CC1C(C(CC(O1)OC2CC(CC3=C2C(=C4C(=C3O)C(=O)C5=C(C4=O)C(=CC=C5)OC)O)(C(=O)C)O)N)O.Cl. Drug 2: C1CN1P(=S)(N2CC2)N3CC3. Cell line: COLO 205. Synergy scores: CSS=59.4, Synergy_ZIP=3.36, Synergy_Bliss=4.32, Synergy_Loewe=-18.0, Synergy_HSA=4.44. (2) Drug 1: CC1=C(C(=O)C2=C(C1=O)N3CC4C(C3(C2COC(=O)N)OC)N4)N. Drug 2: CC(C)CN1C=NC2=C1C3=CC=CC=C3N=C2N. Cell line: MCF7. Synergy scores: CSS=19.2, Synergy_ZIP=-1.68, Synergy_Bliss=2.29, Synergy_Loewe=-6.37, Synergy_HSA=0.830. (3) Drug 1: CNC(=O)C1=CC=CC=C1SC2=CC3=C(C=C2)C(=NN3)C=CC4=CC=CC=N4. Drug 2: CC(C1=C(C=CC(=C1Cl)F)Cl)OC2=C(N=CC(=C2)C3=CN(N=C3)C4CCNCC4)N. Cell line: OVCAR-8. Synergy scores: CSS=-1.09, Synergy_ZIP=1.10, Synergy_Bliss=0.239, Synergy_Loewe=-2.68, Synergy_HSA=-1.34.